Dataset: Experimentally validated miRNA-target interactions with 360,000+ pairs, plus equal number of negative samples. Task: Binary Classification. Given a miRNA mature sequence and a target amino acid sequence, predict their likelihood of interaction. (1) The miRNA is hsa-miR-32-5p with sequence UAUUGCACAUUACUAAGUUGCA. Result: 1 (interaction). The protein sequence of the target gene is MATDTSQGELVHPKALPLIVGAQLIHADKLGEKVEDSTMPIRRTVNSTRETPPKSKLAEGEEEKPEPDISSEESVSTVEEQENETPPATSSEAEQPKGEPENEEKEENKSSEETKKDEKDQSKEKEKKVKKTIPSWATLSASQLARAQKQTPMASSPRPKMDAILTEAIKACFQKSGASVVAIRKYIIHKYPSLELERRGYLLKQALKRELNRGVIKQVKGKGASGSFVVVQKSRKTPQKSRNRKNRSSAVDPEPQVKLEDVLPLAFTRLCEPKEASYSLIRKYVSQYYPKLRVDIRPQL.... (2) The miRNA is hsa-miR-4694-3p with sequence CAAAUGGACAGGAUAACACCU. The protein sequence of the target gene is MSGPGNKRAAGDGGSGPPEKKLSREEKTTTTLIEPIRLGGISSTEEMDLKVLQFKNKKLAERLEQRQACEDELRERIEKLEKRQATDDATLLIVNRYWAQLDETVEALLRCHESQGELSSAPEAPGTQEGPTCDGTPLPEPGTSELRDPLLMQLRPPLSEPALAFVVALGASSSEEVELELQGRMEFSKAAVSRVVEASDRLQRRVEELCQRVYSRGDSEPLSEAAQAHTRELGRENRRLQDLATQLQEKHHRISLEYSELQDKVTSAETKVLEMETTVEDLQWDIEKLRKREQKLNKHL.... Result: 1 (interaction). (3) The miRNA is hsa-miR-3135a with sequence UGCCUAGGCUGAGACUGCAGUG. The protein sequence of the target gene is MASASSSRAGVALPFEKSQLTLKVVSAKPKVHNRQPRINSYVEVAVDGLPSETKKTGKRIGSSELLWNEIIILNVTAQSHLDLKVWSCHTLRNELLGTASVNLSNVLKNNGGKMENMQLTLNLQTENKGSVVSGGELTIFLDGPTVDLGNVPNGSALTDGSQLPSRDSSGTAVAPENRHQPPSTNCFGGRSRTHRHSGASARTTPATGEQSPGARSRHRQPVKNSGHSGLANGTVNDEPTTATDPEEPSVVGVTSPPAAPLSVTPNPNTTSLPAPATPAEGEEPSTSGTQQLPAAAQAPD.... Result: 0 (no interaction). (4) The protein sequence of the target gene is MASRQPEVPALEASAPLGKMSLPIGIYRRAVSYDDTLEDPAPMTPPPSDMGSVPWKPVIPERKYQHLAKVEEGEASLPSPAMTLSSAIDSVDKVPVVKAKATHVIMNSLITKQTQESIQHFERQAGLRDAGYTPHKGLTTEETKYLRVAEALHKLKLQSGEVTKEERQPASAQSTPSTTPHSSPKQRPRGWFTSGSSTALPGPNPSTMDSGSGDKDRNLSDKWSLFGPRSLQKYDSGSFATQAYRGAQKPSPLELIRAQANRMAEDPAALKPPKMDIPVMEGKKQPPRAHNLKPRDLNVL.... The miRNA is hsa-miR-4295 with sequence CAGUGCAAUGUUUUCCUU. Result: 1 (interaction). (5) The miRNA is mmu-miR-3967 with sequence AGCUUGUCUGACUGAUGUUG. The protein sequence of the target gene is MDLWPGAWMLLLLLFLLLLFLLPTLWFCSPSAKYFFKMAFYNGWILFLAVLAIPVCAVRGRNVENMKILRLMLLHIKYLYGIRVEVRGAHHFPPSQPYVVVSNHQSSLDLLGMMEVLPGRCVPIAKRELLWAGSAGLACWLAGVIFIDRKRTGDAISVMSEVAQTLLTQDVRVWVFPEGTRNHNGSMLPFKRGAFHLAVQAQVPIVPIVMSSYQDFYCKKERRFTSGQCQVRVLPPVPTEGLTPDDVPALADRVRHSMLTVFREISTDGRGGGDYLKKPGGGG. Result: 0 (no interaction).